The task is: Predict the product of the given reaction.. This data is from Forward reaction prediction with 1.9M reactions from USPTO patents (1976-2016). (1) The product is: [CH3:15][C:9]1[NH:10][C:11]2[C:7]([CH:8]=1)=[C:6]([O:5][CH2:4][CH2:3][CH2:2][N:34]1[CH2:35][CH:27]3[N:26]([C:17]4[CH:18]=[CH:19][C:20]5[C:25](=[CH:24][CH:23]=[CH:22][CH:21]=5)[CH:16]=4)[CH2:33][CH:32]1[CH2:31][CH:30]=[CH:29][CH2:28]3)[CH:14]=[CH:13][CH:12]=2. Given the reactants Cl[CH2:2][CH2:3][CH2:4][O:5][C:6]1[CH:14]=[CH:13][CH:12]=[C:11]2[C:7]=1[CH:8]=[C:9]([CH3:15])[NH:10]2.[CH:16]1[C:25]2[C:20](=[CH:21][CH:22]=[CH:23][CH:24]=2)[CH:19]=[CH:18][C:17]=1[N:26]1[CH2:33][C@H:32]2[NH:34][CH2:35][C@@H:27]1[CH2:28][CH:29]=[CH:30][CH2:31]2.C([O-])([O-])=O.[K+].[K+].C(#N)C, predict the reaction product. (2) The product is: [Cl:50][C:48]1[CH:47]=[CH:46][N:45]=[C:44]([NH:51][C:52]([NH2:54])=[O:53])[CH:49]=1. Given the reactants CC1(C)C2C(=C(P(C3C=CC=CC=3)C3C=CC=CC=3)C=CC=2)OC2C(P(C3C=CC=CC=3)C3C=CC=CC=3)=CC=CC1=2.Cl[C:44]1[CH:49]=[C:48]([Cl:50])[CH:47]=[CH:46][N:45]=1.[NH2:51][C:52]([NH2:54])=[O:53].CC([O-])(C)C.[Na+].O, predict the reaction product. (3) Given the reactants Cl[C:2]1[C:3]2[S:10][C:9]([C:11]3[CH:16]=[CH:15][C:14]([F:17])=[CH:13][CH:12]=3)=[CH:8][C:4]=2[N:5]=[CH:6][N:7]=1.[CH2:18]([NH:25][S:26]([C:29]1[CH:34]=[CH:33][C:32](B2OC(C)(C)C(C)(C)O2)=[CH:31][CH:30]=1)(=[O:28])=[O:27])[C:19]1[CH:24]=[CH:23][CH:22]=[CH:21][CH:20]=1.C(=O)([O-])[O-].[K+].[K+], predict the reaction product. The product is: [CH2:18]([NH:25][S:26]([C:29]1[CH:34]=[CH:33][C:32]([C:2]2[C:3]3[S:10][C:9]([C:11]4[CH:16]=[CH:15][C:14]([F:17])=[CH:13][CH:12]=4)=[CH:8][C:4]=3[N:5]=[CH:6][N:7]=2)=[CH:31][CH:30]=1)(=[O:27])=[O:28])[C:19]1[CH:20]=[CH:21][CH:22]=[CH:23][CH:24]=1.